From a dataset of Reaction yield outcomes from USPTO patents with 853,638 reactions. Predict the reaction yield, written as a fraction of the theoretical maximum amount of product (1.0 means a 100% yield; for example, 0.34 means a 34% yield). (1) The reactants are [Cl:1][C:2]1[CH:7]=[CH:6][C:5]([OH:8])=[CH:4][CH:3]=1.[H-].[Na+].[CH2:11]([N:18]1[CH2:23][CH2:22][N:21]([C:24]2[CH:29]=[CH:28][C:27]([CH:30]([CH3:32])[CH3:31])=[CH:26][CH:25]=2)[CH:20]([CH2:33]OS(C)(=O)=O)[CH2:19]1)[C:12]1[CH:17]=[CH:16][CH:15]=[CH:14][CH:13]=1.O. The catalyst is CN(C)C=O. The product is [CH2:11]([N:18]1[CH2:23][CH2:22][N:21]([C:24]2[CH:25]=[CH:26][C:27]([CH:30]([CH3:32])[CH3:31])=[CH:28][CH:29]=2)[CH:20]([CH2:33][O:8][C:5]2[CH:6]=[CH:7][C:2]([Cl:1])=[CH:3][CH:4]=2)[CH2:19]1)[C:12]1[CH:13]=[CH:14][CH:15]=[CH:16][CH:17]=1. The yield is 0.780. (2) The yield is 0.250. The reactants are [I:1][C:2]1[CH:8]=[C:7]([N+:9]([O-:11])=[O:10])[CH:6]=[CH:5][C:3]=1[NH2:4].[Si:12]([O:19][CH2:20][CH:21]=O)([C:15]([CH3:18])([CH3:17])[CH3:16])([CH3:14])[CH3:13].C(O)(C(F)(F)F)=O.[BH3-]C#N.[Na+]. The catalyst is CO. The product is [C:15]([Si:12]([CH3:14])([CH3:13])[O:19][CH2:20][CH2:21][NH:4][C:3]1[CH:5]=[CH:6][C:7]([N+:9]([O-:11])=[O:10])=[CH:8][C:2]=1[I:1])([CH3:18])([CH3:17])[CH3:16]. (3) The reactants are [F:1][C:2]1[CH:3]=[CH:4][C:5]([S:21][CH2:22][C:23]2[CH:28]=[CH:27][CH:26]=[C:25]([N+:29]([O-])=O)[CH:24]=2)=[C:6]([NH:8][S:9]([C:12]2[O:13][C:14]3[CH:20]=[CH:19][CH:18]=[CH:17][C:15]=3[CH:16]=2)(=[O:11])=[O:10])[CH:7]=1.[NH4+].[Cl-]. The yield is 0.590. The product is [NH2:29][C:25]1[CH:24]=[C:23]([CH:28]=[CH:27][CH:26]=1)[CH2:22][S:21][C:5]1[CH:4]=[CH:3][C:2]([F:1])=[CH:7][C:6]=1[NH:8][S:9]([C:12]1[O:13][C:14]2[CH:20]=[CH:19][CH:18]=[CH:17][C:15]=2[CH:16]=1)(=[O:11])=[O:10]. The catalyst is CO.[Zn]. (4) The product is [C:29]1([CH3:36])[CH:30]=[CH:25][C:26]([S:31]([C:2]2[CH:3]=[CH:4][C:5]([CH:8]=[C:9]3[NH:14][C:13](=[O:15])[C:12](=[CH:16][CH2:17][C:18]4[CH:23]=[CH:22][CH:21]=[CH:20][CH:19]=4)[NH:11][C:10]3=[O:24])=[N:6][CH:7]=2)(=[O:32])=[O:33])=[CH:27][CH:28]=1. The catalyst is C(Cl)Cl. The reactants are O[C:2]1[CH:3]=[CH:4][C:5]([CH:8]=[C:9]2[NH:14][C:13](=[O:15])[C:12](=[CH:16][CH2:17][C:18]3[CH:23]=[CH:22][CH:21]=[CH:20][CH:19]=3)[NH:11][C:10]2=[O:24])=[N:6][CH:7]=1.[C:25]1(C)[C:26]([S:31](Cl)(=[O:33])=[O:32])=[CH:27][CH:28]=[CH:29][CH:30]=1.[C:36]1(C)C=CC=CC=1. The yield is 0.100. (5) The yield is 0.555. The catalyst is O1CCOCC1.O.C1C=CC([P]([Pd]([P](C2C=CC=CC=2)(C2C=CC=CC=2)C2C=CC=CC=2)([P](C2C=CC=CC=2)(C2C=CC=CC=2)C2C=CC=CC=2)[P](C2C=CC=CC=2)(C2C=CC=CC=2)C2C=CC=CC=2)(C2C=CC=CC=2)C2C=CC=CC=2)=CC=1. The reactants are Br[C:2]1[N:7]=[N:6][C:5]([NH2:8])=[N:4][CH:3]=1.[Cl:9][C:10]1[CH:11]=[C:12](B(O)O)[CH:13]=[CH:14][C:15]=1[C:16]([O:18][CH3:19])=[O:17].P([O-])([O-])([O-])=O.[K+].[K+].[K+]. The product is [NH2:8][C:5]1[N:6]=[N:7][C:2]([C:12]2[CH:13]=[CH:14][C:15]([C:16]([O:18][CH3:19])=[O:17])=[C:10]([Cl:9])[CH:11]=2)=[CH:3][N:4]=1.